Dataset: Peptide-MHC class I binding affinity with 185,985 pairs from IEDB/IMGT. Task: Regression. Given a peptide amino acid sequence and an MHC pseudo amino acid sequence, predict their binding affinity value. This is MHC class I binding data. (1) The peptide sequence is TQLPSKPHY. The MHC is HLA-B58:01 with pseudo-sequence HLA-B58:01. The binding affinity (normalized) is 0.0847. (2) The peptide sequence is FAIPIAEQI. The MHC is HLA-B51:01 with pseudo-sequence HLA-B51:01. The binding affinity (normalized) is 0.0847. (3) The peptide sequence is LVGPTPVNI. The MHC is HLA-B40:02 with pseudo-sequence HLA-B40:02. The binding affinity (normalized) is 0. (4) The peptide sequence is RTWFHGSLY. The MHC is BoLA-T2a with pseudo-sequence BoLA-T2a. The binding affinity (normalized) is 0.0641.